Dataset: Full USPTO retrosynthesis dataset with 1.9M reactions from patents (1976-2016). Task: Predict the reactants needed to synthesize the given product. (1) Given the product [Br:2][C:3]1[CH:4]=[C:5]2[C:10]([NH:11][C@H:12]3[C@@H:16]([CH2:17][CH3:18])[CH2:15][N:14]([C:60]([O:59][C:55]([CH3:58])([CH3:57])[CH3:56])=[O:61])[CH2:13]3)=[C:9]([C:19](=[O:20])[NH2:21])[CH:8]=[N:7][N:6]2[CH:22]=1, predict the reactants needed to synthesize it. The reactants are: I.[Br:2][C:3]1[CH:4]=[C:5]2[C:10]([NH:11][C@H:12]3[C@@H:16]([CH2:17][CH3:18])[CH2:15][NH:14][CH2:13]3)=[C:9]([C:19]([NH2:21])=[O:20])[CH:8]=[N:7][N:6]2[CH:22]=1.BrC1C=C2C(Cl)=C(C(N)=O)C=NN2C=1.N[C@H]1[C@@H](CC)CN(C(OCC2C=CC=CC=2)=O)C1.[C:55]([O:59][C:60](O[C:60]([O:59][C:55]([CH3:58])([CH3:57])[CH3:56])=[O:61])=[O:61])([CH3:58])([CH3:57])[CH3:56].C(N(CC)C(C)C)(C)C. (2) Given the product [S:15]1[CH:19]=[CH:18][CH:17]=[C:16]1[CH2:20][CH2:21][NH:22][CH:9]([C:8]1[CH:11]=[CH:12][CH:13]=[CH:14][C:7]=1[Cl:6])[C:23]#[N:24], predict the reactants needed to synthesize it. The reactants are: S(=O)(O)[O-].[Na+].[Cl:6][C:7]1[CH:14]=[CH:13][CH:12]=[CH:11][C:8]=1[CH:9]=O.[S:15]1[CH:19]=[CH:18][CH:17]=[C:16]1[CH2:20][CH2:21][NH2:22].[C-:23]#[N:24].[Na+]. (3) Given the product [NH2:2][CH2:1][C:3]1([CH:16]([CH3:18])[CH3:17])[CH2:8][CH2:7][N:6]([C:9]([O:11][C:12]([CH3:14])([CH3:13])[CH3:15])=[O:10])[CH2:5][CH2:4]1, predict the reactants needed to synthesize it. The reactants are: [C:1]([C:3]1([CH:16]([CH3:18])[CH3:17])[CH2:8][CH2:7][N:6]([C:9]([O:11][C:12]([CH3:15])([CH3:14])[CH3:13])=[O:10])[CH2:5][CH2:4]1)#[N:2]. (4) The reactants are: [CH2:1]([O:4][C:5]1[C:14]2[C:9](=[CH:10][CH:11]=[CH:12][CH:13]=2)[C:8]([CH:15]=O)=[CH:7][CH:6]=1)[CH2:2][CH3:3].[CH3:17][CH:18]([CH3:34])[C:19]([NH:21][C:22]1[CH:27]=[CH:26][CH:25]=[C:24]([CH:28]2[CH2:33][CH2:32][NH:31][CH2:30][CH2:29]2)[CH:23]=1)=[O:20]. Given the product [CH3:17][CH:18]([CH3:34])[C:19]([NH:21][C:22]1[CH:27]=[CH:26][CH:25]=[C:24]([CH:28]2[CH2:33][CH2:32][N:31]([CH2:15][C:8]3[C:9]4[C:14](=[CH:13][CH:12]=[CH:11][CH:10]=4)[C:5]([O:4][CH2:1][CH2:2][CH3:3])=[CH:6][CH:7]=3)[CH2:30][CH2:29]2)[CH:23]=1)=[O:20], predict the reactants needed to synthesize it. (5) Given the product [CH3:16][O:15][C:5]1[CH:6]=[CH:7][C:8]([O:10][CH2:11][CH2:12][O:13][CH3:14])=[CH:9][C:4]=1[C:3]([OH:17])=[O:2], predict the reactants needed to synthesize it. The reactants are: C[O:2][C:3](=[O:17])[C:4]1[CH:9]=[C:8]([O:10][CH2:11][CH2:12][O:13][CH3:14])[CH:7]=[CH:6][C:5]=1[O:15][CH3:16].[OH-].[Na+].Cl. (6) Given the product [C:12]([C:9]1[CH:8]=[C:7]([C:16]2[S:17][CH:18]=[C:19]([CH2:21][CH2:22][OH:23])[N:20]=2)[CH:6]=[C:5]([C:1]([CH3:4])([CH3:3])[CH3:2])[C:10]=1[OH:11])([CH3:13])([CH3:14])[CH3:15], predict the reactants needed to synthesize it. The reactants are: [C:1]([C:5]1[CH:6]=[C:7]([C:16]2[S:17][CH:18]=[C:19]([CH2:21][C:22](OCC)=[O:23])[N:20]=2)[CH:8]=[C:9]([C:12]([CH3:15])([CH3:14])[CH3:13])[C:10]=1[OH:11])([CH3:4])([CH3:3])[CH3:2].[H-].[Al+3].[Li+].[H-].[H-].[H-].O.[OH-].[Na+]. (7) Given the product [CH:1]1([C:5]2[O:9][N:8]=[C:7]([C:10]3[C:11]([Cl:17])=[CH:12][CH:13]=[CH:14][C:15]=3[Cl:16])[C:6]=2[CH2:18][OH:19])[CH2:2][CH2:3][CH2:4]1, predict the reactants needed to synthesize it. The reactants are: [CH:1]1([C:5]2[O:9][N:8]=[C:7]([C:10]3[C:15]([Cl:16])=[CH:14][CH:13]=[CH:12][C:11]=3[Cl:17])[C:6]=2[C:18](OCC)=[O:19])[CH2:4][CH2:3][CH2:2]1.[H-].C([Al+]CC(C)C)C(C)C.C1(C)C=CC=CC=1. (8) Given the product [CH:18]1([CH2:21][N:22]2[C:9]([CH2:11][OH:12])=[CH:8][N:3]=[C:2]2[SH:1])[CH2:20][CH2:19]1, predict the reactants needed to synthesize it. The reactants are: [S-:1][C:2]#[N:3].[K+].[CH2:11]1[O:12][C:9](O)([CH2:11][OH:12])[CH2:8]O[C:9]1(O)[CH2:8]O.Cl.[CH:18]1([CH2:21][NH2:22])[CH2:20][CH2:19]1.C(O)(=O)C. (9) Given the product [N:11]([CH2:2][C:3]([C:5]1[S:6][C:7]([CH3:10])=[CH:8][CH:9]=1)=[O:4])=[N+:12]=[N-:13], predict the reactants needed to synthesize it. The reactants are: Br[CH2:2][C:3]([C:5]1[S:6][C:7]([CH3:10])=[CH:8][CH:9]=1)=[O:4].[N-:11]=[N+:12]=[N-:13].[Na+].O.